From a dataset of Full USPTO retrosynthesis dataset with 1.9M reactions from patents (1976-2016). Predict the reactants needed to synthesize the given product. Given the product [NH2:1][C:2]1[N:10]=[C:9]([O:11][CH2:12][CH2:13][CH2:14][CH3:15])[N:8]=[C:7]2[C:3]=1[NH:4][C:5](=[O:36])[N:6]2[CH2:16][CH2:17][CH2:18][CH2:19][NH:20][S:21]([C:24]1[CH:25]=[CH:26][C:27]([CH2:30][CH2:31][C:32]([OH:34])=[O:33])=[CH:28][CH:29]=1)(=[O:22])=[O:23], predict the reactants needed to synthesize it. The reactants are: [NH2:1][C:2]1[N:10]=[C:9]([O:11][CH2:12][CH2:13][CH2:14][CH3:15])[N:8]=[C:7]2[C:3]=1[NH:4][C:5](=[O:36])[N:6]2[CH2:16][CH2:17][CH2:18][CH2:19][NH:20][S:21]([C:24]1[CH:29]=[CH:28][C:27]([CH2:30][CH2:31][C:32]([O:34]C)=[O:33])=[CH:26][CH:25]=1)(=[O:23])=[O:22].[OH-].[Li+].O1CCCC1.O.